From a dataset of Full USPTO retrosynthesis dataset with 1.9M reactions from patents (1976-2016). Predict the reactants needed to synthesize the given product. (1) Given the product [C:11]1([CH:7]([C:1]2[CH:2]=[CH:3][CH:4]=[CH:5][CH:6]=2)[CH2:8][N:9]([CH3:10])[C:21](=[O:30])[CH:22]([OH:23])[C:24]2[CH:25]=[CH:26][CH:27]=[CH:28][CH:29]=2)[CH:12]=[CH:13][CH:14]=[CH:15][CH:16]=1, predict the reactants needed to synthesize it. The reactants are: [C:1]1([CH:7]([C:11]2[CH:16]=[CH:15][CH:14]=[CH:13][CH:12]=2)[CH2:8][NH:9][CH3:10])[CH:6]=[CH:5][CH:4]=[CH:3][CH:2]=1.C([ClH][C:21](=[O:30])[CH:22]([C:24]1[CH:29]=[CH:28][CH:27]=[CH:26][CH:25]=1)[OH:23])(=O)C.C(N(CC)CC)C.[OH-].[Li+]. (2) Given the product [CH2:1]([O:3][C:4](=[O:23])[C:5]([OH:22])([C:25]([F:27])([F:26])[F:24])[CH2:6][C:7]1([C:13]2[CH:18]=[CH:17][CH:16]=[C:15]([F:19])[C:14]=2[O:20][CH3:21])[CH2:12][CH2:11]1)[CH3:2], predict the reactants needed to synthesize it. The reactants are: [CH2:1]([O:3][C:4](=[O:23])[C:5](=[O:22])[CH2:6][C:7]1([C:13]2[CH:18]=[CH:17][CH:16]=[C:15]([F:19])[C:14]=2[O:20][CH3:21])[CH2:12][CH2:11]CCC1)[CH3:2].[F:24][C:25]([Si](C)(C)C)([F:27])[F:26].[F-].C[N+](C)(C)C.Cl. (3) Given the product [Cl:7][C:8]1[C:9]([C:29]2[N:33]3[CH:34]=[CH:35][CH:36]=[CH:37][C:32]3=[N:31][CH:30]=2)=[N:10][C:11]([NH:14][C:15]2[CH:20]=[CH:19][C:18]([N:21]3[CH2:22][CH2:23][N:24]([C:4](=[O:5])[CH2:3][O:2][CH3:1])[CH2:25][CH2:26]3)=[CH:17][C:16]=2[O:27][CH3:28])=[N:12][CH:13]=1, predict the reactants needed to synthesize it. The reactants are: [CH3:1][O:2][CH2:3][C:4](Cl)=[O:5].[Cl:7][C:8]1[C:9]([C:29]2[N:33]3[CH:34]=[CH:35][CH:36]=[CH:37][C:32]3=[N:31][CH:30]=2)=[N:10][C:11]([NH:14][C:15]2[CH:20]=[CH:19][C:18]([N:21]3[CH2:26][CH2:25][NH:24][CH2:23][CH2:22]3)=[CH:17][C:16]=2[O:27][CH3:28])=[N:12][CH:13]=1.C(N(CC)C(C)C)(C)C. (4) Given the product [CH3:18][O:19][C:20]1[CH:25]=[CH:24][CH:23]=[CH:22][C:21]=1[N:26]1[CH2:31][CH2:30][N:29]([CH2:10][CH2:9][CH:8]([C:6]([CH:1]2[CH2:5][CH2:4][CH2:3][CH2:2]2)=[O:7])[C:12]2[CH:17]=[CH:16][CH:15]=[CH:14][CH:13]=2)[CH2:28][CH2:27]1, predict the reactants needed to synthesize it. The reactants are: [CH:1]1([C:6]([CH:8]([C:12]2[CH:17]=[CH:16][CH:15]=[CH:14][CH:13]=2)[CH2:9][CH:10]=O)=[O:7])[CH2:5][CH2:4][CH2:3][CH2:2]1.[CH3:18][O:19][C:20]1[CH:25]=[CH:24][CH:23]=[CH:22][C:21]=1[N:26]1[CH2:31][CH2:30][NH:29][CH2:28][CH2:27]1.[Na]. (5) Given the product [Cl:1][C:12]1[C:11]([CH:6]2[O:26][N:25]=[C:24]([C:23]([CH3:28])([CH3:27])[CH3:22])[CH2:5]2)=[C:32]([Cl:33])[CH:19]=[CH:18][C:13]=1[C:14]([O:16][CH3:17])=[O:15], predict the reactants needed to synthesize it. The reactants are: [Cl:1][O-].[Na+].Cl[C:5]1SC=C(Cl)[C:6]=1[CH2:11][C:12]1C=C[CH:19]=[CH:18][C:13]=1[C:14]([O:16][CH3:17])=[O:15].[CH3:22][C:23]([CH3:28])([CH3:27])[CH:24]=[N:25][OH:26].Cl[O-].Cl[CH2:32][Cl:33]. (6) Given the product [C:1]([O:5][C:6]([N:8]1[CH2:13][CH2:12][CH:11]([NH:14][C:15]2[N:20]=[C:19]([NH:33][CH2:34][CH2:35][OH:36])[N:18]=[C:17]([O:22][CH3:23])[N:16]=2)[CH2:10][CH2:9]1)=[O:7])([CH3:4])([CH3:3])[CH3:2], predict the reactants needed to synthesize it. The reactants are: [C:1]([O:5][C:6]([N:8]1[CH2:13][CH2:12][CH:11]([NH:14][C:15]2[N:20]=[C:19](Cl)[N:18]=[C:17]([O:22][CH3:23])[N:16]=2)[CH2:10][CH2:9]1)=[O:7])([CH3:4])([CH3:3])[CH3:2].C(N(C(C)C)C(C)C)C.[NH2:33][CH2:34][CH2:35][OH:36]. (7) Given the product [Si:34]([O:33][CH2:32][C@@H:31]([N:22]1[CH:23]=[CH:24][C:19]([C:17]2[CH:16]=[CH:15][N:14]=[C:13]([S:12][CH3:11])[N:18]=2)=[CH:20][C:21]1=[O:25])[C:41]1[CH:46]=[CH:45][C:44]([Cl:47])=[C:43]([F:48])[CH:42]=1)([C:37]([CH3:39])([CH3:40])[CH3:38])([CH3:36])[CH3:35], predict the reactants needed to synthesize it. The reactants are: C[Si]([N-][Si](C)(C)C)(C)C.[K+].[CH3:11][S:12][C:13]1[N:18]=[C:17]([C:19]2[CH:24]=[CH:23][NH:22][C:21](=[O:25])[CH:20]=2)[CH:16]=[CH:15][N:14]=1.CS(O[C@H:31]([C:41]1[CH:46]=[CH:45][C:44]([Cl:47])=[C:43]([F:48])[CH:42]=1)[CH2:32][O:33][Si:34]([C:37]([CH3:40])([CH3:39])[CH3:38])([CH3:36])[CH3:35])(=O)=O.